This data is from Forward reaction prediction with 1.9M reactions from USPTO patents (1976-2016). The task is: Predict the product of the given reaction. (1) Given the reactants [CH3:1][CH:2]([CH3:8])[CH2:3][CH2:4][C:5](Cl)=[O:6].[C:9]1([OH:15])[CH:14]=[CH:13][CH:12]=[CH:11][CH:10]=1, predict the reaction product. The product is: [CH3:1][CH:2]([CH3:8])[CH2:3][CH2:4][C:5]([O:15][C:9]1[CH:14]=[CH:13][CH:12]=[CH:11][CH:10]=1)=[O:6]. (2) Given the reactants [NH2:1][C:2]1[CH:7]=[CH:6][C:5]([C@@H:8]2[CH2:10][C@H:9]2[NH:11][C:12](=[O:18])[O:13][C:14]([CH3:17])([CH3:16])[CH3:15])=[CH:4][CH:3]=1.[O:19]=[C:20]1[CH2:25][CH2:24][CH2:23][CH2:22][N:21]1[C:26]1[CH:27]=[C:28]([CH:32]=[CH:33][CH:34]=1)[C:29](O)=[O:30].Cl.C(N=C=NCCCN(C)C)C.ON1C2C=CC=CC=2N=N1, predict the reaction product. The product is: [O:19]=[C:20]1[CH2:25][CH2:24][CH2:23][CH2:22][N:21]1[C:26]1[CH:27]=[C:28]([C:29]([NH:1][C:2]2[CH:7]=[CH:6][C:5]([C@@H:8]3[CH2:10][C@H:9]3[NH:11][C:12](=[O:18])[O:13][C:14]([CH3:15])([CH3:17])[CH3:16])=[CH:4][CH:3]=2)=[O:30])[CH:32]=[CH:33][CH:34]=1. (3) The product is: [C:55]([N:48]1[C:49]2[C:54](=[CH:53][CH:52]=[CH:51][CH:50]=2)[C@H:45]([NH:44][C:36]2[CH:37]=[C:38]([CH:41]=[CH:42][CH:43]=2)[C:39]#[N:40])[C@@H:46]([CH3:61])[C@@H:47]1[CH:58]1[CH2:60][CH2:59]1)(=[O:57])[CH3:56]. Given the reactants CN(C1C(C2C(P(C3CCCCC3)C3CCCCC3)=CC=CC=2)=CC=CC=1)C.CC(C)([O-])C.[Na+].Br[C:36]1[CH:37]=[C:38]([CH:41]=[CH:42][CH:43]=1)[C:39]#[N:40].[NH2:44][C@H:45]1[C:54]2[C:49](=[CH:50][CH:51]=[CH:52][CH:53]=2)[N:48]([C:55](=[O:57])[CH3:56])[C@@H:47]([CH:58]2[CH2:60][CH2:59]2)[C@@H:46]1[CH3:61], predict the reaction product.